This data is from Reaction yield outcomes from USPTO patents with 853,638 reactions. The task is: Predict the reaction yield, written as a fraction of the theoretical maximum amount of product (1.0 means a 100% yield; for example, 0.34 means a 34% yield). The reactants are [C:1]([O:5][C:6]([N:8]1[CH2:12][CH2:11][CH2:10][C@H:9]1[C@H:13]([S:19][CH3:20])[C@H:14]([C:16]([OH:18])=O)[CH3:15])=[O:7])([CH3:4])([CH3:3])[CH3:2].Br.[OH:22][C:23]1[CH:24]=[C:25]([CH:29]=[CH:30][CH:31]=1)[CH2:26][CH2:27][NH2:28].F[P-](F)(F)(F)(F)F.N1(O[P+](N(C)C)(N(C)C)N(C)C)C2C=CC=CC=2N=N1.C1C=CC2N(O)N=NC=2C=1.C(N(C(C)C)CC)(C)C. The catalyst is C(Cl)Cl. The product is [C:1]([O:5][C:6]([N:8]1[CH2:12][CH2:11][CH2:10][C@H:9]1[C@H:13]([S:19][CH3:20])[C@H:14]([C:16](=[O:18])[NH:28][CH2:27][CH2:26][C:25]1[CH:29]=[CH:30][CH:31]=[C:23]([OH:22])[CH:24]=1)[CH3:15])=[O:7])([CH3:2])([CH3:3])[CH3:4]. The yield is 0.870.